Dataset: Reaction yield outcomes from USPTO patents with 853,638 reactions. Task: Predict the reaction yield, written as a fraction of the theoretical maximum amount of product (1.0 means a 100% yield; for example, 0.34 means a 34% yield). (1) The reactants are [CH3:1][C:2]1[O:6][N:5]=[C:4]([C:7]2[CH:12]=[CH:11][CH:10]=[CH:9][CH:8]=2)[C:3]=1[CH2:13][OH:14].[Cl:15][C:16]1[N:17]=[N:18][C:19](Cl)=[CH:20][C:21]=1[CH3:22]. No catalyst specified. The product is [Cl:15][C:16]1[N:17]=[N:18][C:19]([O:14][CH2:13][C:3]2[C:4]([C:7]3[CH:12]=[CH:11][CH:10]=[CH:9][CH:8]=3)=[N:5][O:6][C:2]=2[CH3:1])=[CH:20][C:21]=1[CH3:22]. The yield is 0.550. (2) The reactants are [F:1][C:2]1[CH:7]=[CH:6][C:5]([C:8]2[N:9]=[C:10]3[N:14]([C:15]=2[C:16]2[CH:17]=[CH:18][C:19]4[N:20]([C:22]([CH:25]5[CH2:29][CH2:28][NH:27][CH2:26]5)=[N:23][N:24]=4)[CH:21]=2)[CH:13]=[CH:12][O:11]3)=[CH:4][CH:3]=1.[C:30](Cl)(=[O:32])[CH3:31]. The catalyst is C(Cl)Cl. The product is [F:1][C:2]1[CH:7]=[CH:6][C:5]([C:8]2[N:9]=[C:10]3[N:14]([C:15]=2[C:16]2[CH:17]=[CH:18][C:19]4[N:20]([C:22]([CH:25]5[CH2:29][CH2:28][N:27]([C:30](=[O:32])[CH3:31])[CH2:26]5)=[N:23][N:24]=4)[CH:21]=2)[CH:13]=[CH:12][O:11]3)=[CH:4][CH:3]=1. The yield is 0.170. (3) The reactants are [H-].[Na+].[Cl-].[CH3:4][S+](C)(C)=O.[CH3:9][O:10][C:11]([C:13]1[S:14][C:15]([C:35]#[C:36][C:37]([CH3:40])([CH3:39])[CH3:38])=[CH:16][C:17]=1[N:18]([C:26]([CH:28]1[CH2:33][CH2:32][CH:31]([CH3:34])[CH2:30][CH2:29]1)=[O:27])[CH:19]1[CH2:24][CH2:23][C:22](=[O:25])[CH2:21][CH2:20]1)=[O:12].C(OCC)C. The catalyst is CS(C)=O.C1COCC1.[Cl-].[Na+].O. The product is [CH3:9][O:10][C:11]([C:13]1[S:14][C:15]([C:35]#[C:36][C:37]([CH3:39])([CH3:38])[CH3:40])=[CH:16][C:17]=1[N:18]([C:26]([CH:28]1[CH2:29][CH2:30][CH:31]([CH3:34])[CH2:32][CH2:33]1)=[O:27])[CH:19]1[CH2:20][CH2:21][C:22]2([O:25][CH2:4]2)[CH2:23][CH2:24]1)=[O:12]. The yield is 0.370.